Task: Predict the reaction yield, written as a fraction of the theoretical maximum amount of product (1.0 means a 100% yield; for example, 0.34 means a 34% yield).. Dataset: Reaction yield outcomes from USPTO patents with 853,638 reactions (1) The reactants are C(Cl)(=O)C([Cl:4])=O.[CH2:7]([O:9][C:10]([C:12]1[C:17](=[O:18])[N:16]([CH2:19][C:20]2[CH:25]=[CH:24][C:23]([O:26][CH3:27])=[CH:22][CH:21]=2)[C:15]2[CH:28]=[CH:29][S:30][C:14]=2[C:13]=1O)=[O:11])[CH3:8].CN(C=O)C. The catalyst is C(Cl)Cl. The product is [CH2:7]([O:9][C:10]([C:12]1[C:17](=[O:18])[N:16]([CH2:19][C:20]2[CH:25]=[CH:24][C:23]([O:26][CH3:27])=[CH:22][CH:21]=2)[C:15]2[CH:28]=[CH:29][S:30][C:14]=2[C:13]=1[Cl:4])=[O:11])[CH3:8]. The yield is 0.850. (2) The reactants are [C:1](=O)(O)[O-].[K+].[N:6]1([C:12]([O:14][CH2:15][C:16]2[CH:21]=[CH:20][CH:19]=[CH:18][CH:17]=2)=[O:13])[CH2:11][CH2:10][NH:9][CH2:8][CH2:7]1.[CH2:22](O)[CH3:23]. No catalyst specified. The product is [CH:22]([N:9]1[CH2:10][CH2:11][N:6]([C:12]([O:14][CH2:15][C:16]2[CH:21]=[CH:20][CH:19]=[CH:18][CH:17]=2)=[O:13])[CH2:7][CH2:8]1)([CH3:23])[CH3:1]. The yield is 0.833. (3) The catalyst is CS(C)=O. The yield is 0.800. The product is [CH:1]([O:4][C:5]1[CH:16]=[CH:15][CH:14]=[C:13]([CH2:17][CH2:18][CH2:19][CH2:20][CH2:21][CH2:22][CH2:23][CH2:24][CH2:25][CH2:26][CH2:27][CH2:28][CH2:29][CH2:30][CH3:31])[C:6]=1[C:7]([OH:9])=[O:8])([CH3:3])[CH3:2]. The reactants are [CH:1]([O:4][C:5]1[CH:16]=[CH:15][CH:14]=[C:13]([CH2:17][CH2:18][CH2:19][CH2:20][CH2:21][CH2:22][CH2:23][CH2:24][CH2:25][CH2:26][CH2:27][CH2:28][CH2:29][CH2:30][CH3:31])[C:6]=1[C:7]([O:9]C(C)C)=[O:8])([CH3:3])[CH3:2].CC(C)([O-])C.[K+].CCCCCC.C(OCC)(=O)C.Cl.